Dataset: Full USPTO retrosynthesis dataset with 1.9M reactions from patents (1976-2016). Task: Predict the reactants needed to synthesize the given product. (1) Given the product [CH3:9][NH:10][C:2]1[CH:7]=[CH:6][N:5]=[C:4]([NH2:8])[CH:3]=1, predict the reactants needed to synthesize it. The reactants are: Cl[C:2]1[CH:7]=[CH:6][N:5]=[C:4]([NH2:8])[CH:3]=1.[CH3:9][NH2:10]. (2) Given the product [OH:2][C:3]1[CH:4]=[C:5]2[C:10](=[CH:11][C:12]=1[CH3:13])[CH:9]=[N:8][CH:7]=[CH:6]2, predict the reactants needed to synthesize it. The reactants are: C[O:2][C:3]1[CH:4]=[C:5]2[C:10](=[CH:11][C:12]=1[CH3:13])[CH:9]=[N:8][CH:7]=[CH:6]2.C[S-].[Na+]. (3) Given the product [CH2:32]([N:25]([CH:26]1[CH2:31][CH2:30][O:29][CH2:28][CH2:27]1)[C:4]1[C:5]([CH3:24])=[C:6]([CH:23]=[C:2]([C:40]2[CH:45]=[N:44][C:43]([CH2:46][N:47]3[CH2:52][CH2:51][O:50][CH2:49][CH2:48]3)=[CH:42][CH:41]=2)[CH:3]=1)[C:7]([NH:9][CH2:10][C:11]1[C:12](=[O:22])[NH:13][C:14]([CH3:21])=[CH:15][C:16]=1[C:17]([F:20])([F:19])[F:18])=[O:8])[CH3:33], predict the reactants needed to synthesize it. The reactants are: Br[C:2]1[CH:3]=[C:4]([N:25]([CH2:32][CH3:33])[CH:26]2[CH2:31][CH2:30][O:29][CH2:28][CH2:27]2)[C:5]([CH3:24])=[C:6]([CH:23]=1)[C:7]([NH:9][CH2:10][C:11]1[C:12](=[O:22])[NH:13][C:14]([CH3:21])=[CH:15][C:16]=1[C:17]([F:20])([F:19])[F:18])=[O:8].CC1(C)OB([C:40]2[CH:41]=[CH:42][C:43]([CH2:46][N:47]3[CH2:52][CH2:51][O:50][CH2:49][CH2:48]3)=[N:44][CH:45]=2)OC1(C)C.C(=O)([O-])[O-].[Na+].[Na+]. (4) Given the product [CH:42]([C@H:39]1[C@@H:6]2[C@@H:7]3[C@@:2]([CH3:1])([CH2:3][CH2:4][C@@:5]2([C:45](=[O:58])[NH:46][CH2:47][CH2:48][C:49](=[O:57])[O:50][CH2:51][CH2:52][Si:53]([CH3:54])([CH3:55])[CH3:56])[CH2:41][CH2:40]1)[C@@:19]1([CH3:20])[C@@H:10]([C@:11]2([CH3:38])[C@@H:16]([CH2:17][CH2:18]1)[C:15]([CH3:21])([CH3:22])[C@@H:14]([C:23]1[CH:37]=[CH:36][C:26]([C:27]([O:29][CH2:30][CH2:31][Si:32]([CH3:33])([CH3:34])[CH3:35])=[O:28])=[CH:25][CH:24]=1)[CH2:13][CH2:12]2)[CH2:9][CH2:8]3)([CH3:44])[CH3:43], predict the reactants needed to synthesize it. The reactants are: [CH3:1][C@:2]12[C@@:19]3([CH3:20])[C@@H:10]([C@:11]4([CH3:38])[C@@H:16]([CH2:17][CH2:18]3)[C:15]([CH3:22])([CH3:21])[C:14]([C:23]3[CH:37]=[CH:36][C:26]([C:27]([O:29][CH2:30][CH2:31][Si:32]([CH3:35])([CH3:34])[CH3:33])=[O:28])=[CH:25][CH:24]=3)=[CH:13][CH2:12]4)[CH2:9][CH2:8][C@@H:7]1[C@H:6]1[C@H:39]([C:42]([CH3:44])=[CH2:43])[CH2:40][CH2:41][C@:5]1([C:45](=[O:58])[NH:46][CH2:47][CH2:48][C:49](=[O:57])[O:50][CH2:51][CH2:52][Si:53]([CH3:56])([CH3:55])[CH3:54])[CH2:4][CH2:3]2.[H][H]. (5) Given the product [CH3:19][C@@:36]1([CH2:37][N:7]2[CH:8]=[C:4]([N+:1]([O-:3])=[O:2])[N:5]=[C:6]2[S:9][C:10]2[CH:15]=[CH:14][CH:13]=[CH:12][C:11]=2[N+:16]([O-:18])=[O:17])[CH2:32][O:35]1, predict the reactants needed to synthesize it. The reactants are: [N+:1]([C:4]1[N:5]=[C:6]([S:9][C:10]2[CH:15]=[CH:14][CH:13]=[CH:12][C:11]=2[N+:16]([O-:18])=[O:17])[NH:7][CH:8]=1)([O-:3])=[O:2].[CH3:19]N(C)C=O.C(=O)([O-])[O-].[K+].[K+].[F-].[Cs+].[C:32]([O:35][CH2:36][CH3:37])(=O)C.